The task is: Predict the reaction yield, written as a fraction of the theoretical maximum amount of product (1.0 means a 100% yield; for example, 0.34 means a 34% yield).. This data is from Reaction yield outcomes from USPTO patents with 853,638 reactions. (1) The reactants are N1CCCC[CH2:2]1.C(O[C:10](=O)[CH2:11][N:12]([C:14](=[O:16])C)C)C.[CH3:18][N:19]([CH3:22])[CH:20]=[O:21]. No catalyst specified. The product is [CH3:18][N:19]1[CH2:22][C:14](=[O:16])[NH:12][C:11]([CH3:10])([CH3:2])[C:20]1=[O:21]. The yield is 0.590. (2) The reactants are [C:1]([O:5][C:6]([N:8]1[CH2:15][CH2:14][CH2:13][C@H:9]1[C:10]([OH:12])=O)=[O:7])([CH3:4])([CH3:3])[CH3:2].Cl.[CH3:17][O:18][C:19](=[O:26])[CH2:20][CH2:21][C:22]([CH2:24][NH2:25])=[O:23].C1C=CC2N(O)N=NC=2C=1.C(Cl)CCl.C(N(CC)CC)C. The catalyst is C(Cl)Cl.O. The product is [CH3:17][O:18][C:19](=[O:26])[CH2:20][CH2:21][C:22]([CH2:24][NH:25][C:10]([C@@H:9]1[CH2:13][CH2:14][CH2:15][N:8]1[C:6]([O:5][C:1]([CH3:2])([CH3:3])[CH3:4])=[O:7])=[O:12])=[O:23]. The yield is 1.00. (3) The catalyst is Br. The product is [CH2:1]([N:8]1[CH2:16][C:15]2[C:10](=[CH:11][CH:12]=[C:13]([OH:17])[CH:14]=2)[CH2:9]1)[C:2]1[CH:3]=[CH:4][CH:5]=[CH:6][CH:7]=1. The yield is 0.490. The reactants are [CH2:1]([N:8]1[CH2:16][C:15]2[C:10](=[CH:11][CH:12]=[C:13]([O:17]C)[CH:14]=2)[CH2:9]1)[C:2]1[CH:7]=[CH:6][CH:5]=[CH:4][CH:3]=1. (4) The catalyst is C(OCC)C. The reactants are [CH3:1][C:2](=[CH2:4])[CH3:3].[CH2:5]([O:8][C:9]1[CH:14]=[CH:13][C:12]([C:15]2[CH:19]=[C:18]([CH2:20][C:21]([OH:23])=[O:22])[O:17][N:16]=2)=[C:11]([C:24]([F:27])([F:26])[F:25])[CH:10]=1)[CH2:6][CH3:7].S(=O)(=O)(O)O. The product is [CH2:5]([O:8][C:9]1[CH:14]=[CH:13][C:12]([C:15]2[CH:19]=[C:18]([CH2:20][C:21]([O:23][C:2]([CH3:4])([CH3:3])[CH3:1])=[O:22])[O:17][N:16]=2)=[C:11]([C:24]([F:26])([F:27])[F:25])[CH:10]=1)[CH2:6][CH3:7]. The yield is 0.730. (5) The reactants are [CH3:1][C:2]([C:6]1[CH:11]=[CH:10][C:9]([N+:12]([O-:14])=[O:13])=[CH:8][CH:7]=1)([CH3:5])[CH2:3][NH2:4].[OH-].[Na+].[CH3:17][C:18]([O:21][C:22](O[C:22]([O:21][C:18]([CH3:20])([CH3:19])[CH3:17])=[O:23])=[O:23])([CH3:20])[CH3:19].OS([O-])(=O)=O.[K+]. The catalyst is O1CCOCC1.O. The product is [CH3:5][C:2]([C:6]1[CH:11]=[CH:10][C:9]([N+:12]([O-:14])=[O:13])=[CH:8][CH:7]=1)([CH3:1])[CH2:3][NH:4][C:22](=[O:23])[O:21][C:18]([CH3:20])([CH3:19])[CH3:17]. The yield is 0.800.